Dataset: Full USPTO retrosynthesis dataset with 1.9M reactions from patents (1976-2016). Task: Predict the reactants needed to synthesize the given product. (1) The reactants are: [OH:1][C:2]1[C:7]([OH:8])=[C:6]([OH:9])[CH:5]=[CH:4][C:3]=1[C:10](=[O:12])[CH3:11].Br[CH2:14]Cl.C(=O)([O-])[O-].[K+].[K+].CC(=O)OCC. Given the product [OH:1][C:2]1[C:7]2[O:8][CH2:14][O:9][C:6]=2[CH:5]=[CH:4][C:3]=1[C:10](=[O:12])[CH3:11], predict the reactants needed to synthesize it. (2) Given the product [OH:18][CH:2]1[CH2:1][C:4]2=[C:5]([C:6]([O:8][CH3:9])=[O:7])[CH:10]=[CH:11][C:12]([N+:15]([O-:17])=[O:16])=[C:13]2[O:14]1, predict the reactants needed to synthesize it. The reactants are: [CH2:1]([C:4]1[C:13]([OH:14])=[C:12]([N+:15]([O-:17])=[O:16])[CH:11]=[CH:10][C:5]=1[C:6]([O:8][CH3:9])=[O:7])[CH:2]=C.[OH:18]OS([O-])=O.[K+].C1(P(C2C=CC=CC=2)C2C=CC=CC=2)C=CC=CC=1. (3) Given the product [OH:34][C:30]([C:32]1[N:3]=[N:2][N:1]([CH:4]2[CH2:23][N:8]3[C:9]4[C:14]([C:15]([CH2:16][C:17]([OH:19])=[O:18])=[C:7]3[CH2:6][CH2:5]2)=[CH:13][CH:12]=[CH:11][CH:10]=4)[CH:33]=1)([C:24]1[CH:29]=[CH:28][CH:27]=[CH:26][CH:25]=1)[CH3:31], predict the reactants needed to synthesize it. The reactants are: [N:1]([CH:4]1[CH2:23][N:8]2[C:9]3[C:14]([C:15]([CH2:16][C:17]([O:19]CCC)=[O:18])=[C:7]2[CH2:6][CH2:5]1)=[CH:13][CH:12]=[CH:11][CH:10]=3)=[N+:2]=[N-:3].[C:24]1([C:30]([OH:34])([C:32]#[CH:33])[CH3:31])[CH:29]=[CH:28][CH:27]=[CH:26][CH:25]=1. (4) Given the product [Cl:1][C:2]1[N:7]=[C:6]([C:8]2[S:46][C:44]([CH:41]3[CH2:42][CH2:43][O:38][CH2:39][CH2:40]3)=[N:45][C:9]=2[C:11]2[C:12]([F:29])=[C:13]([NH:17][S:18]([C:21]3[C:26]([F:27])=[CH:25][CH:24]=[CH:23][C:22]=3[F:28])(=[O:20])=[O:19])[CH:14]=[CH:15][CH:16]=2)[CH:5]=[CH:4][N:3]=1, predict the reactants needed to synthesize it. The reactants are: [Cl:1][C:2]1[N:7]=[C:6]([CH2:8][C:9]([C:11]2[C:12]([F:29])=[C:13]([NH:17][S:18]([C:21]3[C:26]([F:27])=[CH:25][CH:24]=[CH:23][C:22]=3[F:28])(=[O:20])=[O:19])[CH:14]=[CH:15][CH:16]=2)=O)[CH:5]=[CH:4][N:3]=1.C1C(=O)N(Br)C(=O)C1.[O:38]1[CH2:43][CH2:42][CH:41]([C:44](=[S:46])[NH2:45])[CH2:40][CH2:39]1.O.